Dataset: Reaction yield outcomes from USPTO patents with 853,638 reactions. Task: Predict the reaction yield, written as a fraction of the theoretical maximum amount of product (1.0 means a 100% yield; for example, 0.34 means a 34% yield). The reactants are [Br:1][C:2]1[CH:3]=[C:4]([C:12]([O:14][CH2:15][CH3:16])=[O:13])[C:5]2[C:10]([CH3:11])=[N:9][NH:8][C:6]=2[N:7]=1.C([O-])([O-])=O.[K+].[K+].Br[CH:24]([CH3:26])[CH3:25]. The catalyst is C(#N)C. The product is [Br:1][C:2]1[CH:3]=[C:4]([C:12]([O:14][CH2:15][CH3:16])=[O:13])[C:5]2[C:10]([CH3:11])=[N:9][N:8]([CH:24]([CH3:26])[CH3:25])[C:6]=2[N:7]=1. The yield is 0.535.